This data is from Forward reaction prediction with 1.9M reactions from USPTO patents (1976-2016). The task is: Predict the product of the given reaction. Given the reactants [Cl:1][C:2]1[CH:7]=[CH:6][C:5](/[CH:8]=[CH:9]/[C:10]([C:12]2[CH:13]=[N:14][C:15]([O:18]C)=[CH:16][CH:17]=2)=[O:11])=[C:4]([F:20])[CH:3]=1.C[O:22][C:23]([C:25]1[CH:30]=[CH:29][C:28](B(O)O)=[CH:27][CH:26]=1)=[O:24].[C:34](=O)([O-])O.[Na+].Cl, predict the reaction product. The product is: [Cl:1][C:2]1[CH:7]=[CH:6][C:5]([CH:8]([C:28]2[CH:29]=[CH:30][C:25]([C:23]([OH:24])=[O:22])=[CH:26][CH:27]=2)[CH2:9][C:10]([C:12]2[CH:17]=[CH:16][C:15](=[O:18])[N:14]([CH3:34])[CH:13]=2)=[O:11])=[C:4]([F:20])[CH:3]=1.